This data is from NCI-60 drug combinations with 297,098 pairs across 59 cell lines. The task is: Regression. Given two drug SMILES strings and cell line genomic features, predict the synergy score measuring deviation from expected non-interaction effect. (1) Drug 1: CC1=C(C=C(C=C1)NC(=O)C2=CC=C(C=C2)CN3CCN(CC3)C)NC4=NC=CC(=N4)C5=CN=CC=C5. Drug 2: COC1=NC(=NC2=C1N=CN2C3C(C(C(O3)CO)O)O)N. Cell line: HCT-15. Synergy scores: CSS=0.285, Synergy_ZIP=-1.29, Synergy_Bliss=-2.12, Synergy_Loewe=-2.22, Synergy_HSA=-2.21. (2) Drug 1: C1=C(C(=O)NC(=O)N1)F. Drug 2: CC(C)CN1C=NC2=C1C3=CC=CC=C3N=C2N. Cell line: SW-620. Synergy scores: CSS=34.4, Synergy_ZIP=-2.20, Synergy_Bliss=-4.09, Synergy_Loewe=-5.54, Synergy_HSA=-5.07. (3) Drug 1: CCC(=C(C1=CC=CC=C1)C2=CC=C(C=C2)OCCN(C)C)C3=CC=CC=C3.C(C(=O)O)C(CC(=O)O)(C(=O)O)O. Drug 2: CN1C2=C(C=C(C=C2)N(CCCl)CCCl)N=C1CCCC(=O)O.Cl. Cell line: OVCAR-4. Synergy scores: CSS=0.321, Synergy_ZIP=-1.85, Synergy_Bliss=-3.01, Synergy_Loewe=-3.19, Synergy_HSA=-3.00. (4) Drug 1: CN(C)C1=NC(=NC(=N1)N(C)C)N(C)C. Drug 2: CC1=C2C(C(=O)C3(C(CC4C(C3C(C(C2(C)C)(CC1OC(=O)C(C(C5=CC=CC=C5)NC(=O)OC(C)(C)C)O)O)OC(=O)C6=CC=CC=C6)(CO4)OC(=O)C)O)C)O. Cell line: HCT116. Synergy scores: CSS=14.3, Synergy_ZIP=-0.157, Synergy_Bliss=0.104, Synergy_Loewe=-49.7, Synergy_HSA=-0.335.